Dataset: NCI-60 drug combinations with 297,098 pairs across 59 cell lines. Task: Regression. Given two drug SMILES strings and cell line genomic features, predict the synergy score measuring deviation from expected non-interaction effect. Drug 1: CS(=O)(=O)C1=CC(=C(C=C1)C(=O)NC2=CC(=C(C=C2)Cl)C3=CC=CC=N3)Cl. Drug 2: CC12CCC3C(C1CCC2=O)CC(=C)C4=CC(=O)C=CC34C. Cell line: NCIH23. Synergy scores: CSS=26.3, Synergy_ZIP=0.710, Synergy_Bliss=1.62, Synergy_Loewe=-15.8, Synergy_HSA=1.08.